This data is from Catalyst prediction with 721,799 reactions and 888 catalyst types from USPTO. The task is: Predict which catalyst facilitates the given reaction. Reactant: C([Li])CCC.[C:6]([O:10][C:11]([N:13]1[CH2:18][CH2:17][CH:16]([CH:19]=[C:20](Br)Br)[CH2:15][CH2:14]1)=[O:12])([CH3:9])([CH3:8])[CH3:7].[C:23](Cl)(=[O:26])[O:24][CH3:25].[Cl-].[NH4+]. Product: [C:6]([O:10][C:11]([N:13]1[CH2:18][CH2:17][CH:16]([C:19]#[C:20][C:23]([O:24][CH3:25])=[O:26])[CH2:15][CH2:14]1)=[O:12])([CH3:9])([CH3:8])[CH3:7]. The catalyst class is: 305.